Dataset: Catalyst prediction with 721,799 reactions and 888 catalyst types from USPTO. Task: Predict which catalyst facilitates the given reaction. Reactant: [CH2:1]([O:8][C:9](=[O:28])[C@@H:10]([NH:20][C:21]([O:23]C(C)(C)C)=O)[CH2:11][C:12]1[CH:17]=[CH:16][C:15]([O:18][CH3:19])=[CH:14][CH:13]=1)[C:2]1[CH:7]=[CH:6][CH:5]=[CH:4][CH:3]=1.FC(F)(F)C(O)=O.C(N(CC)C(C)C)(C)C.[C:45]([NH:52][C@H:53](C(O)=O)[CH2:54][O:55][CH3:56])([O:47][C:48]([CH3:51])([CH3:50])[CH3:49])=[O:46].CN(C(ON1N=NC2C=CC=NC1=2)=[N+](C)C)C.F[P-](F)(F)(F)(F)F. Product: [CH2:1]([O:8][C:9](=[O:28])[C@@H:10]([NH:20][C:21](=[O:23])[C@@H:53]([NH:52][C:45]([O:47][C:48]([CH3:51])([CH3:50])[CH3:49])=[O:46])[CH2:54][O:55][CH3:56])[CH2:11][C:12]1[CH:13]=[CH:14][C:15]([O:18][CH3:19])=[CH:16][CH:17]=1)[C:2]1[CH:3]=[CH:4][CH:5]=[CH:6][CH:7]=1. The catalyst class is: 139.